Dataset: Catalyst prediction with 721,799 reactions and 888 catalyst types from USPTO. Task: Predict which catalyst facilitates the given reaction. (1) Reactant: [Br:1][C:2]1[CH:3]=[C:4]2[C:9](=[CH:10][CH:11]=1)[NH:8][C:7](=[O:12])[CH2:6][NH:5]2.C=O.O.[C:16](O)(=O)C.[BH3-]C#N.[Na+]. Product: [Br:1][C:2]1[CH:3]=[C:4]2[C:9](=[CH:10][CH:11]=1)[NH:8][C:7](=[O:12])[CH2:6][N:5]2[CH3:16]. The catalyst class is: 5. (2) Reactant: [CH2:1]([C:8]1[C:9](=[O:16])[NH:10][NH:11][C:12]=1[CH:13]([CH3:15])[CH3:14])[C:2]1[CH:7]=[CH:6][CH:5]=[CH:4][CH:3]=1.[C:17](OC(=O)C)(=[O:19])[CH3:18]. Product: [C:17]([N:11]1[C:12]([CH:13]([CH3:14])[CH3:15])=[C:8]([CH2:1][C:2]2[CH:3]=[CH:4][CH:5]=[CH:6][CH:7]=2)[C:9](=[O:16])[NH:10]1)(=[O:19])[CH3:18]. The catalyst class is: 506. (3) Reactant: [F:1][C:2]([F:32])([F:31])[C@H:3]1[CH2:8][CH2:7][C@H:6]([NH:9][C:10](=[O:30])[C:11]2[CH:16]=[C:15]([N+:17]([O-:19])=[O:18])[C:14]([NH:20][CH2:21][CH:22]([F:24])[F:23])=[N:13][C:12]=2OCC(F)F)[CH2:5][CH2:4]1.[NH:33]1[CH2:38][CH2:37][O:36][CH2:35][CH2:34]1.C([O-])([O-])=O.[K+].[K+].CS(C)=O. Product: [F:1][C:2]([F:32])([F:31])[C@H:3]1[CH2:8][CH2:7][C@H:6]([NH:9][C:10](=[O:30])[C:11]2[CH:16]=[C:15]([N+:17]([O-:19])=[O:18])[C:14]([NH:20][CH2:21][CH:22]([F:24])[F:23])=[N:13][C:12]=2[N:33]2[CH2:38][CH2:37][O:36][CH2:35][CH2:34]2)[CH2:5][CH2:4]1. The catalyst class is: 6.